Dataset: Reaction yield outcomes from USPTO patents with 853,638 reactions. Task: Predict the reaction yield, written as a fraction of the theoretical maximum amount of product (1.0 means a 100% yield; for example, 0.34 means a 34% yield). (1) The reactants are [OH:1][NH:2][C:3](=[NH:30])[C:4]1[CH:29]=[CH:28][C:7]([CH2:8][N:9]([CH2:17][C:18]2[CH:23]=[CH:22][C:21]([C:24]([F:27])([F:26])[F:25])=[CH:20][CH:19]=2)[C:10](=[O:16])[O:11][C:12]([CH3:15])([CH3:14])[CH3:13])=[CH:6][CH:5]=1.[C:31](O)(=[O:43])[CH2:32][CH2:33][CH2:34][CH2:35][CH2:36][CH2:37][CH2:38][CH2:39][CH2:40][CH2:41][CH3:42]. No catalyst specified. The product is [C:31]([O:1][NH:2][C:3](=[NH:30])[C:4]1[CH:5]=[CH:6][C:7]([CH2:8][N:9]([CH2:17][C:18]2[CH:23]=[CH:22][C:21]([C:24]([F:26])([F:25])[F:27])=[CH:20][CH:19]=2)[C:10](=[O:16])[O:11][C:12]([CH3:14])([CH3:15])[CH3:13])=[CH:28][CH:29]=1)(=[O:43])[CH2:32][CH2:33][CH2:34][CH2:35][CH2:36][CH2:37][CH2:38][CH2:39][CH2:40][CH2:41][CH3:42]. The yield is 0.950. (2) The reactants are [CH2:1]([N:8]1[C:13](=[O:14])[C:12]2[C:15]([CH3:18])=[N:16][S:17][C:11]=2[N:10]=[C:9]1[CH2:19][CH:20]([CH3:22])[CH3:21])[C:2]1[CH:7]=[CH:6][CH:5]=[CH:4][CH:3]=1.C([O-])(=O)C.[Na+].[Br:28]Br.CCOC(C)=O. The catalyst is C(O)(=O)C. The product is [CH2:1]([N:8]1[C:13](=[O:14])[C:12]2[C:15]([CH3:18])=[N:16][S:17][C:11]=2[N:10]=[C:9]1[CH:19]([Br:28])[CH:20]([CH3:22])[CH3:21])[C:2]1[CH:3]=[CH:4][CH:5]=[CH:6][CH:7]=1. The yield is 0.990. (3) The yield is 0.810. The reactants are [CH3:1][C:2]([CH3:31])([O:4][C:5]([NH:7][C@H:8]([C:28]([OH:30])=[O:29])[CH2:9][NH:10][C:11]([O:13][CH2:14][CH:15]1[C:27]2[CH:26]=[CH:25][CH:24]=[CH:23][C:22]=2[C:21]2[C:16]1=[CH:17][CH:18]=[CH:19][CH:20]=2)=[O:12])=[O:6])[CH3:3].[C:32](=O)([O-])O.[K+].IC.O. The product is [CH3:3][C:2]([CH3:31])([O:4][C:5]([NH:7][C@H:8]([C:28]([O:30][CH3:32])=[O:29])[CH2:9][NH:10][C:11]([O:13][CH2:14][CH:15]1[C:16]2[CH:17]=[CH:18][CH:19]=[CH:20][C:21]=2[C:22]2[C:27]1=[CH:26][CH:25]=[CH:24][CH:23]=2)=[O:12])=[O:6])[CH3:1]. The catalyst is CN(C)C=O.